From a dataset of Retrosynthesis with 50K atom-mapped reactions and 10 reaction types from USPTO. Predict the reactants needed to synthesize the given product. (1) Given the product Cc1c(C(=O)O)nnn1Cc1ccc(Cl)c(Cl)c1, predict the reactants needed to synthesize it. The reactants are: COC(=O)c1nnn(Cc2ccc(Cl)c(Cl)c2)c1C. (2) Given the product C[C@H]1[C@H](OCC(C)(C)C)OC[C@H]([C@@H](OCc2ccccc2)[C@H](Cc2cc(F)cc(F)c2)N(Cc2ccccc2)Cc2ccccc2)N1C(=O)OC(C)(C)C, predict the reactants needed to synthesize it. The reactants are: CC(C)(C)OC(=O)OC(=O)OC(C)(C)C.C[C@@H]1N[C@@H]([C@H](OCc2ccccc2)[C@H](Cc2cc(F)cc(F)c2)N(Cc2ccccc2)Cc2ccccc2)CO[C@H]1OCC(C)(C)C. (3) Given the product Oc1cc(Cl)cc2c1CCC2, predict the reactants needed to synthesize it. The reactants are: COc1cc(Cl)cc2c1CCC2. (4) The reactants are: COc1cc(C(C)N)ccc1-c1cccnc1OC.O=S(=O)(Cl)c1ccccc1OC(F)(F)F. Given the product COc1cc([C@@H](C)NS(=O)(=O)c2ccccc2OC(F)(F)F)ccc1-c1cccnc1OC, predict the reactants needed to synthesize it.